Dataset: Reaction yield outcomes from USPTO patents with 853,638 reactions. Task: Predict the reaction yield, written as a fraction of the theoretical maximum amount of product (1.0 means a 100% yield; for example, 0.34 means a 34% yield). (1) The reactants are [H-].[Na+].[C:3]([CH:5](P(=O)(OCC)OCC)[CH3:6])#[N:4].O=[C:16]1[C:22]2[CH:23]=[CH:24][C:25]([C:27](OCC)=[O:28])=[CH:26][C:21]=2[CH2:20][CH2:19][C:18]2[CH:32]=[CH:33][CH:34]=[CH:35][C:17]1=2.[BH4-].[Li+].Cl. The catalyst is CN(C=O)C.C1COCC1.O. The product is [OH:28][CH2:27][C:25]1[CH:24]=[CH:23][C:22]2/[C:16](=[C:5](\[CH3:6])/[C:3]#[N:4])/[C:17]3[CH:35]=[CH:34][CH:33]=[CH:32][C:18]=3[CH2:19][CH2:20][C:21]=2[CH:26]=1.[OH:28][CH2:27][C:25]1[CH:24]=[CH:23][C:22]2/[C:16](=[C:5](/[CH3:6])\[C:3]#[N:4])/[C:17]3[CH:35]=[CH:34][CH:33]=[CH:32][C:18]=3[CH2:19][CH2:20][C:21]=2[CH:26]=1. The yield is 0.270. (2) The reactants are [NH2:1][C:2]1[CH:11]=[C:10]([Cl:12])[CH:9]=[CH:8][C:3]=1[C:4]([O:6]C)=O.[C:13]([C:19]([O:21][CH3:22])=[O:20])#[C:14][C:15]([O:17][CH3:18])=[O:16].CC(C)([O-])C.[K+]. The catalyst is C(O)(C)(C)C. The product is [Cl:12][C:10]1[CH:11]=[C:2]2[C:3]([C:4]([OH:6])=[C:13]([C:19]([O:21][CH3:22])=[O:20])[C:14]([C:15]([O:17][CH3:18])=[O:16])=[N:1]2)=[CH:8][CH:9]=1. The yield is 0.470.